This data is from Forward reaction prediction with 1.9M reactions from USPTO patents (1976-2016). The task is: Predict the product of the given reaction. (1) Given the reactants [CH:1]12[CH2:7][CH:4]([NH:5][CH2:6]1)[CH2:3][N:2]2[C:8]1[N:13]2[CH:14]=[CH:15][N:16]=[C:12]2[CH:11]=[C:10]([C:17]2[CH:22]=[CH:21][N:20]=[C:19]([NH:23][CH2:24][C:25]3[C:34]4[C:29](=[CH:30][CH:31]=[CH:32][CH:33]=4)[CH:28]=[CH:27][CH:26]=3)[CH:18]=2)[N:9]=1.[CH3:35][C:36]([CH3:38])=O.CO, predict the reaction product. The product is: [CH:36]([N:5]1[CH2:6][C@@H:1]2[CH2:7][C@H:4]1[CH2:3][N:2]2[C:8]1[N:13]2[CH:14]=[CH:15][N:16]=[C:12]2[CH:11]=[C:10]([C:17]2[CH:22]=[CH:21][N:20]=[C:19]([NH:23][CH2:24][C:25]3[C:34]4[C:29](=[CH:30][CH:31]=[CH:32][CH:33]=4)[CH:28]=[CH:27][CH:26]=3)[CH:18]=2)[N:9]=1)([CH3:38])[CH3:35]. (2) Given the reactants F[C:2]1[C:10]2[S:9][C:8]([C:11]3[C:12]([NH2:28])=[N:13][CH:14]=[C:15]([C:17]4[CH:18]=[N:19][N:20]([CH:22]5[CH2:27][CH2:26][NH:25][CH2:24][CH2:23]5)[CH:21]=4)[CH:16]=3)=[N:7][C:6]=2[C:5]([C:29]([F:32])(F)F)=C[CH:3]=1.FC1C=CC2SC(I)=NC=2C=1, predict the reaction product. The product is: [F:32][C:29]1[CH:3]=[CH:2][C:10]2[S:9][C:8]([C:11]3[C:12]([NH2:28])=[N:13][CH:14]=[C:15]([C:17]4[CH:18]=[N:19][N:20]([CH:22]5[CH2:27][CH2:26][NH:25][CH2:24][CH2:23]5)[CH:21]=4)[CH:16]=3)=[N:7][C:6]=2[CH:5]=1. (3) Given the reactants Cl[C:2]1[C:7]([C:8]#[N:9])=[CH:6][CH:5]=[C:4]([C:10]2[CH:15]=[CH:14][C:13]([Cl:16])=[CH:12][C:11]=2[Cl:17])[N:3]=1.Cl.[NH2:19][C:20]1[C:25]([C:26]#[N:27])=[CH:24][CH:23]=[C:22]([NH:28][CH:29]2[CH2:34][CH2:33][CH2:32][NH:31][CH2:30]2)[N:21]=1.C(N(CC)C(C)C)(C)C, predict the reaction product. The product is: [NH2:19][C:20]1[C:25]([C:26]#[N:27])=[CH:24][CH:23]=[C:22]([NH:28][CH:29]2[CH2:34][CH2:33][CH2:32][N:31]([C:2]3[C:7]([C:8]#[N:9])=[CH:6][CH:5]=[C:4]([C:10]4[CH:15]=[CH:14][C:13]([Cl:16])=[CH:12][C:11]=4[Cl:17])[N:3]=3)[CH2:30]2)[N:21]=1.